From a dataset of Reaction yield outcomes from USPTO patents with 853,638 reactions. Predict the reaction yield, written as a fraction of the theoretical maximum amount of product (1.0 means a 100% yield; for example, 0.34 means a 34% yield). The reactants are F[C:2]1[C:3]([C:12]#[C:13][Si](C)(C)C)=[C:4]([C:10]#[N:11])[C:5](=[CH:8][CH:9]=1)[C:6]#[N:7].[NH2:18][C@@H:19]([C:21]1[CH:22]=[C:23]([CH:26]=[CH:27][CH:28]=1)[C:24]#[N:25])[CH3:20].C([O-])([O-])=O.[K+].[K+].C([O-])(O)=O.[Na+]. The catalyst is CN1C(=O)CCC1. The product is [C:24]([C:23]1[CH:22]=[C:21]([C@H:19]([N:18]2[C:2]3[C:3](=[C:4]([C:10]#[N:11])[C:5]([C:6]#[N:7])=[CH:8][CH:9]=3)[CH:12]=[CH:13]2)[CH3:20])[CH:28]=[CH:27][CH:26]=1)#[N:25]. The yield is 0.450.